Dataset: Full USPTO retrosynthesis dataset with 1.9M reactions from patents (1976-2016). Task: Predict the reactants needed to synthesize the given product. (1) The reactants are: [F:1][C:2]([F:13])([F:12])[C:3](=O)[CH2:4][C:5](=O)[C:6]([F:9])([F:8])[F:7].Cl.[CH3:15][O:16][C:17]1[CH:22]=[CH:21][C:20]([NH:23][NH2:24])=[CH:19][CH:18]=1. Given the product [CH3:15][O:16][C:17]1[CH:22]=[CH:21][C:20]([N:23]2[C:3]([C:2]([F:13])([F:12])[F:1])=[CH:4][C:5]([C:6]([F:9])([F:8])[F:7])=[N:24]2)=[CH:19][CH:18]=1, predict the reactants needed to synthesize it. (2) Given the product [Cl:6][C:7]1[CH:8]=[CH:9][CH:10]=[C:11]2[C:16]=1[N:15]=[CH:14][C:13]([S:30]([Cl:34])(=[O:32])=[O:31])=[CH:12]2, predict the reactants needed to synthesize it. The reactants are: [N+]([O-])([O-])=O.[K+].[Cl:6][C:7]1[CH:8]=[CH:9][CH:10]=[C:11]2[C:16]=1[N:15]=[CH:14][C:13](SS[C:13]1[CH:14]=[N:15][C:16]3[C:11]([CH:12]=1)=[CH:10][CH:9]=[CH:8][C:7]=3[Cl:6])=[CH:12]2.[S:30]([Cl:34])(Cl)(=[O:32])=[O:31].C(=O)([O-])[O-].[Na+].[Na+]. (3) Given the product [CH3:42][C:37]1([CH3:43])[C:38]([CH3:41])([CH3:40])[O:39][B:35]([C:2]2[CH:15]=[C:14]3[C:5]([C:6]4[CH:7]=[CH:8][C:9]([C:16]5[NH:20][C:19]([CH:21]6[CH:26]7[CH2:27][CH:23]([CH2:24][CH2:25]7)[N:22]6[C:28]([O:30][C:31]([CH3:34])([CH3:33])[CH3:32])=[O:29])=[N:18][CH:17]=5)=[CH:10][C:11]=4[CH2:12][CH2:13]3)=[CH:4][CH:3]=2)[O:36]1, predict the reactants needed to synthesize it. The reactants are: Br[C:2]1[CH:15]=[C:14]2[C:5]([C:6]3[CH:7]=[CH:8][C:9]([C:16]4[NH:20][C:19]([C@@H:21]5[C@@H:26]6[CH2:27][C@@H:23]([CH2:24][CH2:25]6)[N:22]5[C:28]([O:30][C:31]([CH3:34])([CH3:33])[CH3:32])=[O:29])=[N:18][CH:17]=4)=[CH:10][C:11]=3[CH2:12][CH2:13]2)=[CH:4][CH:3]=1.[B:35]1([B:35]2[O:39][C:38]([CH3:41])([CH3:40])[C:37]([CH3:43])([CH3:42])[O:36]2)[O:39][C:38]([CH3:41])([CH3:40])[C:37]([CH3:43])([CH3:42])[O:36]1.C([O-])(=O)C.[K+]. (4) Given the product [Cl:23][C:22]1[C:17]([N:14]2[CH2:15][CH2:16][N:11]([C:9]3[NH:8][C:7]4[C:2]([C:32]5[CH:31]=[C:30]([F:29])[CH:35]=[C:34]([F:36])[CH:33]=5)=[CH:3][C:4]([C:25]([F:27])([F:26])[F:28])=[CH:5][C:6]=4[N:10]=3)[C@H:12]([CH3:24])[CH2:13]2)=[N:18][CH:19]=[CH:20][CH:21]=1, predict the reactants needed to synthesize it. The reactants are: Br[C:2]1[C:7]2[NH:8][C:9]([N:11]3[CH2:16][CH2:15][N:14]([C:17]4[C:22]([Cl:23])=[CH:21][CH:20]=[CH:19][N:18]=4)[CH2:13][C@H:12]3[CH3:24])=[N:10][C:6]=2[CH:5]=[C:4]([C:25]([F:28])([F:27])[F:26])[CH:3]=1.[F:29][C:30]1[CH:31]=[C:32](B(O)O)[CH:33]=[C:34]([F:36])[CH:35]=1. (5) Given the product [CH2:52]([O:59][C:60]([N:62]1[CH2:66][CH:65]([C:67]2[C:75]3[C:70](=[CH:71][C:72]([F:76])=[CH:73][CH:74]=3)[NH:69][CH:68]=2)[CH:64]2[N:77]([C:9](=[O:11])[CH:2]([NH:1][C:12]([O:14][C:15]([CH3:18])([CH3:17])[CH3:16])=[O:13])[CH:3]3[CH2:4][CH2:5][CH2:6][CH2:7][CH2:8]3)[CH2:78][CH2:79][CH:63]12)=[O:61])[C:53]1[CH:54]=[CH:55][CH:56]=[CH:57][CH:58]=1, predict the reactants needed to synthesize it. The reactants are: [NH:1]([C:12]([O:14][C:15]([CH3:18])([CH3:17])[CH3:16])=[O:13])[C@H:2]([C:9]([OH:11])=O)[CH:3]1[CH2:8][CH2:7][CH2:6][CH2:5][CH2:4]1.CN(C(ON1N=NC2C=CC=NC1=2)=[N+](C)C)C.F[P-](F)(F)(F)(F)F.CCN(C(C)C)C(C)C.[CH2:52]([O:59][C:60]([N:62]1[CH2:66][CH:65]([C:67]2[C:75]3[C:70](=[CH:71][C:72]([F:76])=[CH:73][CH:74]=3)[NH:69][CH:68]=2)[CH:64]2[NH:77][CH2:78][CH2:79][CH:63]12)=[O:61])[C:53]1[CH:58]=[CH:57][CH:56]=[CH:55][CH:54]=1.